This data is from Forward reaction prediction with 1.9M reactions from USPTO patents (1976-2016). The task is: Predict the product of the given reaction. (1) Given the reactants [CH2:1]([C@H:8]([NH:26][C:27]([C:29]1[N:33]2[CH2:34][CH2:35][N:36]([C:38]([O:40][C:41]([CH3:44])([CH3:43])[CH3:42])=[O:39])[CH2:37][C:32]2=[C:31]([C:45](O)=[O:46])[CH:30]=1)=[O:28])[C@H:9]([OH:25])[CH2:10][NH:11][C:12]1([C:15]2[CH:20]=[CH:19][CH:18]=[C:17]([C:21]([F:24])([F:23])[F:22])[CH:16]=2)[CH2:14][CH2:13]1)[C:2]1[CH:7]=[CH:6][CH:5]=[CH:4][CH:3]=1.[CH2:48]([NH:50][CH2:51][CH3:52])[CH3:49].OC1C2N=NNC=2C=CC=1.C(N(CC)C(C)C)(C)C.Cl.CN(C)CCCN=C=NCC, predict the reaction product. The product is: [CH2:1]([C@H:8]([NH:26][C:27]([C:29]1[N:33]2[CH2:34][CH2:35][N:36]([C:38]([O:40][C:41]([CH3:44])([CH3:42])[CH3:43])=[O:39])[CH2:37][C:32]2=[C:31]([C:45](=[O:46])[N:50]([CH2:51][CH3:52])[CH2:48][CH3:49])[CH:30]=1)=[O:28])[C@H:9]([OH:25])[CH2:10][NH:11][C:12]1([C:15]2[CH:20]=[CH:19][CH:18]=[C:17]([C:21]([F:22])([F:23])[F:24])[CH:16]=2)[CH2:13][CH2:14]1)[C:2]1[CH:7]=[CH:6][CH:5]=[CH:4][CH:3]=1. (2) Given the reactants C([O-])([O-])=O.[K+].[K+].[SH:7][C:8]1[N:16]=[CH:15][CH:14]=[CH:13][C:9]=1[C:10]([OH:12])=[O:11].Br[CH2:18][CH2:19][CH2:20][C:21]1[CH:26]=[CH:25][C:24]([F:27])=[CH:23][CH:22]=1.C(O)(=O)C, predict the reaction product. The product is: [F:27][C:24]1[CH:25]=[CH:26][C:21]([CH2:20][CH2:19][CH2:18][S:7][C:8]2[N:16]=[CH:15][CH:14]=[CH:13][C:9]=2[C:10]([OH:12])=[O:11])=[CH:22][CH:23]=1. (3) The product is: [CH2:1]([N:3]([CH2:16][CH3:17])[C:4](=[O:15])[C:5]1[CH:10]=[CH:9][C:8]([N+:11]([O-:13])=[O:12])=[C:7]([O:24][C:18]2[CH:23]=[CH:22][CH:21]=[CH:20][CH:19]=2)[CH:6]=1)[CH3:2]. Given the reactants [CH2:1]([N:3]([CH2:16][CH3:17])[C:4](=[O:15])[C:5]1[CH:10]=[CH:9][C:8]([N+:11]([O-:13])=[O:12])=[C:7](F)[CH:6]=1)[CH3:2].[C:18]1([OH:24])[CH:23]=[CH:22][CH:21]=[CH:20][CH:19]=1.C([O-])([O-])=O.[Cs+].[Cs+].CN(C=O)C, predict the reaction product. (4) Given the reactants [N:1]1([S:11]([C:14]2[CH:15]=[C:16]([N:20]3[C:25](=[O:26])[C:24]4=[C:27]([C:30]([NH2:32])=O)[S:28][CH:29]=[C:23]4[NH:22][C:21]3=[O:33])[CH:17]=[CH:18][CH:19]=2)(=[O:13])=[O:12])[C:10]2[C:5](=[CH:6][CH:7]=[CH:8][CH:9]=2)[CH2:4][CH2:3][CH2:2]1.S(Cl)(Cl)=O, predict the reaction product. The product is: [N:1]1([S:11]([C:14]2[CH:15]=[C:16]([N:20]3[C:25](=[O:26])[C:24]4=[C:27]([C:30]#[N:32])[S:28][CH:29]=[C:23]4[NH:22][C:21]3=[O:33])[CH:17]=[CH:18][CH:19]=2)(=[O:12])=[O:13])[C:10]2[C:5](=[CH:6][CH:7]=[CH:8][CH:9]=2)[CH2:4][CH2:3][CH2:2]1. (5) Given the reactants [C:9](O[C:9]([O:11][C:12]([CH3:15])([CH3:14])[CH3:13])=[O:10])([O:11][C:12]([CH3:15])([CH3:14])[CH3:13])=[O:10].[OH:16][CH:17]1[CH2:22][CH2:21][NH:20][CH2:19][CH2:18]1.C(N(CC)CC)C, predict the reaction product. The product is: [C:12]([O:11][C:9]([N:20]1[CH2:21][CH2:22][CH:17]([OH:16])[CH2:18][CH2:19]1)=[O:10])([CH3:13])([CH3:14])[CH3:15]. (6) Given the reactants [F:1][C:2]1[CH:3]=[C:4]([C:8](=[O:10])[CH3:9])[CH:5]=[CH:6][CH:7]=1.[CH3:11][NH:12][CH3:13].[CH2:14]=O.Cl, predict the reaction product. The product is: [CH3:11][N:12]([CH3:14])[CH2:13][CH2:9][C:8]([C:4]1[CH:5]=[CH:6][CH:7]=[C:2]([F:1])[CH:3]=1)=[O:10]. (7) Given the reactants [CH3:1][C:2]1[CH:3]=[CH:4][C:5](N2N=CC=N2)=[C:6]([CH:10]=1)[C:7]([OH:9])=[O:8].[CH3:16][C:17]1[CH:18]=[N:19][NH:20][CH:21]=1, predict the reaction product. The product is: [CH3:1][C:2]1[CH:3]=[CH:4][C:5]([N:19]2[CH:18]=[C:17]([CH3:16])[CH:21]=[N:20]2)=[C:6]([CH:10]=1)[C:7]([OH:9])=[O:8].